From a dataset of Forward reaction prediction with 1.9M reactions from USPTO patents (1976-2016). Predict the product of the given reaction. (1) Given the reactants [N:1]([CH:4]([C:39]1[CH:44]=[CH:43][C:42]([Cl:45])=[CH:41][CH:40]=1)[CH2:5][N:6]([CH2:17][C:18]1[CH:23]=[C:22]([C:24]([F:27])([F:26])[F:25])[CH:21]=[CH:20][C:19]=1[C:28]1[CH:33]=[C:32]([CH:34]([CH3:36])[CH3:35])[CH:31]=[CH:30][C:29]=1[O:37][CH3:38])[C:7](=[O:16])[O:8][CH2:9][C:10]1[CH:15]=[CH:14][CH:13]=[CH:12][CH:11]=1)=[N+]=[N-], predict the reaction product. The product is: [NH2:1][CH:4]([C:39]1[CH:40]=[CH:41][C:42]([Cl:45])=[CH:43][CH:44]=1)[CH2:5][N:6]([CH2:17][C:18]1[CH:23]=[C:22]([C:24]([F:26])([F:27])[F:25])[CH:21]=[CH:20][C:19]=1[C:28]1[CH:33]=[C:32]([CH:34]([CH3:36])[CH3:35])[CH:31]=[CH:30][C:29]=1[O:37][CH3:38])[C:7](=[O:16])[O:8][CH2:9][C:10]1[CH:15]=[CH:14][CH:13]=[CH:12][CH:11]=1. (2) Given the reactants C(O[C:4]([C:6]1([CH2:12][CH2:13]OC)[CH2:11][CH2:10][NH:9][CH2:8][CH2:7]1)=[O:5])C.[CH3:16][C:17]([CH3:24])([CH3:23])[CH2:18][S:19](Cl)(=[O:21])=[O:20].[CH2:25]([C:27]1[CH:33]=[CH:32][C:30]([NH2:31])=[CH:29][CH:28]=1)[CH3:26], predict the reaction product. The product is: [CH3:16][C:17]([CH3:24])([CH3:23])[CH2:18][S:19]([N:9]1[CH2:8][CH2:7][C:6]2([C:4](=[O:5])[N:31]([C:30]3[CH:32]=[CH:33][C:27]([CH2:25][CH3:26])=[CH:28][CH:29]=3)[CH2:13][CH2:12]2)[CH2:11][CH2:10]1)(=[O:21])=[O:20].